Dataset: Reaction yield outcomes from USPTO patents with 853,638 reactions. Task: Predict the reaction yield, written as a fraction of the theoretical maximum amount of product (1.0 means a 100% yield; for example, 0.34 means a 34% yield). (1) The reactants are [Cl:1][C:2]1[CH:3]=[C:4]([CH:9]2[CH2:13][CH2:12][O:11][C:10]2=[O:14])[CH:5]=[CH:6][C:7]=1[Cl:8].[H-].[Na+].C1C=CC(S(N(S(C2C=CC=CC=2)(=O)=O)[F:27])(=O)=O)=CC=1. The catalyst is C1COCC1. The product is [Cl:1][C:2]1[CH:3]=[C:4]([C:9]2([F:27])[CH2:13][CH2:12][O:11][C:10]2=[O:14])[CH:5]=[CH:6][C:7]=1[Cl:8]. The yield is 0.880. (2) The reactants are [CH2:1]([O:3][C:4]([C:6]1([C:9]2[CH:14]=[CH:13][CH:12]=[C:11](Br)[CH:10]=2)[CH2:8][CH2:7]1)=[O:5])[CH3:2].[CH3:16][C:17]1([CH3:33])[C:21]([CH3:23])([CH3:22])[O:20][B:19]([B:19]2[O:20][C:21]([CH3:23])([CH3:22])[C:17]([CH3:33])([CH3:16])[O:18]2)[O:18]1.C([O-])(=O)C.[K+].O1CCOCC1. The catalyst is [Cl-].[Na+].O.C1C=CC(P(C2C=CC=CC=2)[C-]2C=CC=C2)=CC=1.C1C=CC(P(C2C=CC=CC=2)[C-]2C=CC=C2)=CC=1.Cl[Pd]Cl.[Fe+2].O. The product is [CH2:1]([O:3][C:4]([C:6]1([C:9]2[CH:14]=[CH:13][CH:12]=[C:11]([B:19]3[O:20][C:21]([CH3:23])([CH3:22])[C:17]([CH3:33])([CH3:16])[O:18]3)[CH:10]=2)[CH2:8][CH2:7]1)=[O:5])[CH3:2]. The yield is 0.610. (3) The reactants are [CH2:1]([Mg]Br)[CH:2]([CH3:4])[CH3:3].[CH3:7][C:8]([S@@:11](/[N:13]=[CH:14]/[C:15]1[CH:20]=[CH:19][C:18]([C:21]2[CH:26]=[CH:25][C:24]([C:27]([F:30])([F:29])[F:28])=[CH:23][N:22]=2)=[CH:17][CH:16]=1)=[O:12])([CH3:10])[CH3:9]. The catalyst is O1CCCC1.[Cl-].[Zn+2].[Cl-]. The product is [CH3:10][C:8]([S@@:11]([NH:13][C@H:14]([C:15]1[CH:16]=[CH:17][C:18]([C:21]2[CH:26]=[CH:25][C:24]([C:27]([F:30])([F:28])[F:29])=[CH:23][N:22]=2)=[CH:19][CH:20]=1)[CH2:1][CH:2]([CH3:4])[CH3:3])=[O:12])([CH3:7])[CH3:9]. The yield is 0.810. (4) The reactants are O1CCCC1.[F:6][C:7]1[CH:8]=[C:9]([CH:22]=[CH:23][CH:24]=1)[O:10][C:11]1[CH:16]=[CH:15][C:14]([CH2:17][C:18](Cl)=[N:19][OH:20])=[CH:13][CH:12]=1.[C:25]([C:27]1[C:28]([NH2:34])=[N:29][C:30]([NH2:33])=[CH:31][CH:32]=1)#[CH:26].C(N(CC)CC)C. The catalyst is O. The product is [F:6][C:7]1[CH:8]=[C:9]([CH:22]=[CH:23][CH:24]=1)[O:10][C:11]1[CH:16]=[CH:15][C:14]([CH2:17][C:18]2[CH:26]=[C:25]([C:27]3[C:28]([NH2:34])=[N:29][C:30]([NH2:33])=[CH:31][CH:32]=3)[O:20][N:19]=2)=[CH:13][CH:12]=1. The yield is 0.342. (5) The product is [CH:1]1([N:6]2[CH2:7][CH2:8][N:9]([C:12]([C:14]3[CH:15]=[C:16]4[C:20](=[CH:21][CH:22]=3)[N:19]([C:39]3[CH:38]=[CH:37][CH:36]=[C:35]([O:34][CH3:33])[CH:40]=3)[C:18]([C:23]([N:25]3[CH2:26][CH2:27][C:28]([F:31])([F:32])[CH2:29][CH2:30]3)=[O:24])=[CH:17]4)=[O:13])[CH2:10][CH2:11]2)[CH2:5][CH2:4][CH2:3][CH2:2]1. The reactants are [CH:1]1([N:6]2[CH2:11][CH2:10][N:9]([C:12]([C:14]3[CH:15]=[C:16]4[C:20](=[CH:21][CH:22]=3)[NH:19][C:18]([C:23]([N:25]3[CH2:30][CH2:29][C:28]([F:32])([F:31])[CH2:27][CH2:26]3)=[O:24])=[CH:17]4)=[O:13])[CH2:8][CH2:7]2)[CH2:5][CH2:4][CH2:3][CH2:2]1.[CH3:33][O:34][C:35]1[CH:36]=[C:37](B(O)O)[CH:38]=[CH:39][CH:40]=1.N1C=CC=CC=1. The catalyst is ClCCl.C([O-])(=O)C.[Cu+2].C([O-])(=O)C. The yield is 0.730. (6) The reactants are [Cl:1][C:2]1[CH:8]=[C:7]([I:9])[CH:6]=[CH:5][C:3]=1[NH2:4].O.[C:11](Cl)(Cl)=[S:12]. The catalyst is C(Cl)Cl. The product is [Cl:1][C:2]1[CH:8]=[C:7]([I:9])[CH:6]=[CH:5][C:3]=1[N:4]=[C:11]=[S:12]. The yield is 0.860. (7) The product is [CH3:40][N:41]([CH3:42])[C:25]([C:18]1[C:19]2[CH:20]=[CH:21][CH:22]=[N:23][C:24]=2[C:15]([OH:14])=[C:16]2[C:30](=[O:31])[N:29]([CH2:32][C:33]3[CH:34]=[CH:35][C:36]([F:39])=[CH:37][CH:38]=3)[CH2:28][C:17]=12)=[O:26]. The yield is 0.970. The reactants are C([O:14][C:15]1[C:24]2[N:23]=[CH:22][CH:21]=[CH:20][C:19]=2[C:18]([C:25](O)=[O:26])=[C:17]2[CH2:28][N:29]([CH2:32][C:33]3[CH:38]=[CH:37][C:36]([F:39])=[CH:35][CH:34]=3)[C:30](=[O:31])[C:16]=12)(C1C=CC=CC=1)C1C=CC=CC=1.[CH3:40][NH:41][CH3:42].C(N(C(C)C)CC)(C)C.F[P-](F)(F)(F)(F)F.N1(OC(N(C)C)=[N+](C)C)C2N=CC=CC=2N=N1. The catalyst is CN(C)C=O.